This data is from Catalyst prediction with 721,799 reactions and 888 catalyst types from USPTO. The task is: Predict which catalyst facilitates the given reaction. (1) Reactant: [Cl-].O[NH3+:3].[C:4](=[O:7])([O-])[OH:5].[Na+].CS(C)=O.[F:13][C:14]1[CH:15]=[C:16]([N:22]2[C:27](=[O:28])[C:26]([CH2:29][C:30]3[CH:35]=[CH:34][C:33]([C:36]4[C:37]([C:42]#[N:43])=[CH:38][CH:39]=[CH:40][CH:41]=4)=[CH:32][CH:31]=3)=[C:25]([CH2:44][CH2:45][CH3:46])[N:24]3[N:47]=[CH:48][N:49]=[C:23]23)[CH:17]=[CH:18][C:19]=1[O:20][CH3:21]. Product: [F:13][C:14]1[CH:15]=[C:16]([N:22]2[C:27](=[O:28])[C:26]([CH2:29][C:30]3[CH:31]=[CH:32][C:33]([C:36]4[CH:41]=[CH:40][CH:39]=[CH:38][C:37]=4[C:42]4[NH:3][C:4](=[O:7])[O:5][N:43]=4)=[CH:34][CH:35]=3)=[C:25]([CH2:44][CH2:45][CH3:46])[N:24]3[N:47]=[CH:48][N:49]=[C:23]23)[CH:17]=[CH:18][C:19]=1[O:20][CH3:21]. The catalyst class is: 13. (2) Reactant: [Br:1][C:2]1[CH:7]=[CH:6][C:5]([C:8]([F:14])([F:13])[CH2:9]CC#N)=[CH:4][CH:3]=1.[OH-:15].[K+].[CH2:17]([OH:20])[CH2:18]O. Product: [Br:1][C:2]1[CH:7]=[CH:6][C:5]([C:8]([F:14])([F:13])[CH2:9][CH2:18][C:17]([OH:20])=[O:15])=[CH:4][CH:3]=1. The catalyst class is: 6. (3) Reactant: F[C:2]1[CH:9]=[CH:8][C:5]([C:6]#[N:7])=[CH:4][CH:3]=1.[CH2:10]([O:13][C:14]1[CH:19]=[CH:18][C:17]([OH:20])=[CH:16][CH:15]=1)[CH2:11][CH3:12].C(=O)([O-])[O-].[Cs+].[Cs+].Cl. Product: [CH2:10]([O:13][C:14]1[CH:19]=[CH:18][C:17]([O:20][C:2]2[CH:9]=[CH:8][C:5]([C:6]#[N:7])=[CH:4][CH:3]=2)=[CH:16][CH:15]=1)[CH2:11][CH3:12]. The catalyst class is: 3. (4) Reactant: Cl.O1CCOCC1.[CH3:8][O:9][CH2:10][C:11]1([CH:24]([N:26]([C@@H:33]2[CH2:35][C@H:34]2[C:36]2[CH:41]=[CH:40][CH:39]=[CH:38][CH:37]=2)[C:27](=[O:32])[C:28]([F:31])([F:30])[F:29])[CH3:25])[CH2:16][CH2:15][N:14](C(OC(C)(C)C)=O)[CH2:13][CH2:12]1. Product: [F:31][C:28]([F:29])([F:30])[C:27]([N:26]([CH:24]([C:11]1([CH2:10][O:9][CH3:8])[CH2:16][CH2:15][NH:14][CH2:13][CH2:12]1)[CH3:25])[C@@H:33]1[CH2:35][C@H:34]1[C:36]1[CH:41]=[CH:40][CH:39]=[CH:38][CH:37]=1)=[O:32]. The catalyst class is: 2.